This data is from Catalyst prediction with 721,799 reactions and 888 catalyst types from USPTO. The task is: Predict which catalyst facilitates the given reaction. (1) Reactant: [F:1][C:2]1[C:3]([NH:25][C@@H:26]2[CH2:31][CH2:30][CH2:29][N:28]([C:32](=[O:35])[CH:33]=[CH2:34])[CH2:27]2)=[N:4][C:5]([NH:8][C:9]2[CH:10]=[C:11]3[C:15](=[CH:16][CH:17]=2)[CH2:14][N:13]([CH2:18][CH:19]2CCNCC2)[CH2:12]3)=[N:6][CH:7]=1.C(Cl)(=[O:38])C. Product: [C:18]([N:13]1[CH2:12][C:11]2[C:15](=[CH:16][CH:17]=[C:9]([NH:8][C:5]3[N:4]=[C:3]([NH:25][C@@H:26]4[CH2:31][CH2:30][CH2:29][N:28]([C:32](=[O:35])[CH:33]=[CH2:34])[CH2:27]4)[C:2]([F:1])=[CH:7][N:6]=3)[CH:10]=2)[CH2:14]1)(=[O:38])[CH3:19]. The catalyst class is: 2. (2) Reactant: [F:1][C:2]1[CH:7]=[CH:6][C:5]([N:8]2[C:17]3[N:16]([CH3:18])[CH2:15][CH2:14][O:13][C:12]=3[CH:11]=[C:10]([C:19]([OH:21])=O)[C:9]2=[O:22])=[CH:4][CH:3]=1.C(N(C(C)C)CC)(C)C.CN(C(ON1N=NC2C=CC=NC1=2)=[N+](C)C)C.F[P-](F)(F)(F)(F)F.[F:56][C:57]1[CH:58]=[C:59]([CH:61]=[CH:62][C:63]=1[O:64][C:65]1[CH:70]=[CH:69][N:68]=[C:67]([NH2:71])[C:66]=1[Cl:72])[NH2:60]. Product: [NH2:71][C:67]1[C:66]([Cl:72])=[C:65]([O:64][C:63]2[CH:62]=[CH:61][C:59]([NH:60][C:19]([C:10]3[C:9](=[O:22])[N:8]([C:5]4[CH:6]=[CH:7][C:2]([F:1])=[CH:3][CH:4]=4)[C:17]4[N:16]([CH3:18])[CH2:15][CH2:14][O:13][C:12]=4[CH:11]=3)=[O:21])=[CH:58][C:57]=2[F:56])[CH:70]=[CH:69][N:68]=1. The catalyst class is: 18. (3) Reactant: C(NC(C)C)(C)C.C([Li])CCC.[C:13]([O:17][CH2:18][CH3:19])(=[O:16])[CH2:14][CH3:15].[CH3:20][C:21]([S:24]([N:26]=[C:27]1[CH2:30][O:29][CH2:28]1)=[O:25])([CH3:23])[CH3:22]. Product: [C:21]([S:24]([NH:26][C:27]1([CH:14]([CH3:15])[C:13]([O:17][CH2:18][CH3:19])=[O:16])[CH2:30][O:29][CH2:28]1)=[O:25])([CH3:20])([CH3:22])[CH3:23]. The catalyst class is: 1. (4) Reactant: [H-].[Al+3].[Li+].[H-].[H-].[H-].[F:7][C:8]1[CH:9]=[CH:10][C:11]([O:18][CH2:19][O:20][CH3:21])=[C:12]([CH:17]=1)[C:13](OC)=[O:14].[NH4+].S([O-])([O-])(=O)=O.[Mg+2]. Product: [F:7][C:8]1[CH:9]=[CH:10][C:11]([O:18][CH2:19][O:20][CH3:21])=[C:12]([CH2:13][OH:14])[CH:17]=1. The catalyst class is: 1. (5) Product: [Br:39][CH2:1][CH2:2][CH2:3][CH2:4][CH2:5][CH2:6][CH2:7][CH2:8][CH2:9][CH:10]=[CH2:11]. The catalyst class is: 3. Reactant: [CH2:1](O)[CH2:2][CH2:3][CH2:4][CH2:5][CH2:6][CH2:7][CH2:8][CH2:9][CH:10]=[CH2:11].C1(P(C2C=CC=CC=2)C2C=CC=CC=2)C=CC=CC=1.C1C(=O)N([Br:39])C(=O)C1.